Dataset: Reaction yield outcomes from USPTO patents with 853,638 reactions. Task: Predict the reaction yield, written as a fraction of the theoretical maximum amount of product (1.0 means a 100% yield; for example, 0.34 means a 34% yield). (1) The reactants are [C:1]([O:11][C:12]([C:15]([CH2:18][CH2:19]I)([F:17])[F:16])([F:14])[F:13])([C:4]([C:7]([F:10])([F:9])[F:8])([F:6])[F:5])([F:3])[F:2].CNC=[O:24].O. The catalyst is CCOCC. The product is [C:1]([O:11][C:12]([C:15]([CH2:18][CH2:19][OH:24])([F:17])[F:16])([F:14])[F:13])([C:4]([C:7]([F:10])([F:9])[F:8])([F:6])[F:5])([F:3])[F:2]. The yield is 0.850. (2) The reactants are N([O-])=O.[Na+].O.[CH2:6]([C:8]1[CH:14]=[CH:13][C:11](N)=[CH:10][C:9]=1[N+:15]([O-:17])=[O:16])[CH3:7].[ClH:18]. The catalyst is Cl[Cu]. The product is [Cl:18][C:11]1[CH:13]=[CH:14][C:8]([CH2:6][CH3:7])=[C:9]([N+:15]([O-:17])=[O:16])[CH:10]=1. The yield is 0.560. (3) The reactants are [Cl:1][C:2]1[CH:3]=[C:4]([C:8]2[CH:9]=[CH:10][CH:11]=[C:12]([CH:19]=2)C(N(OC)C)=O)[CH:5]=[CH:6][CH:7]=1.C[Li].[Cl-].[NH4+:23].C([O:27][CH2:28][CH3:29])(=O)C. The product is [NH2:23][C:11]1[CH:10]=[CH:9][C:8]([C:4]2[CH:5]=[CH:6][CH:7]=[C:2]([Cl:1])[CH:3]=2)=[CH:19][C:12]=1[C:28](=[O:27])[CH3:29]. The yield is 0.470. The catalyst is C1COCC1.CCOCC. (4) The reactants are C[O:2][C:3]1[C:8]([N:9]2[C:13](=[O:14])[C:12]3=[CH:15][CH:16]=[CH:17][CH:18]=[C:11]3[C:10]2=[O:19])=[CH:7][CH:6]=[C:5]([O:20]C)[N:4]=1.[BrH:22].CCOCC. The catalyst is C(O)(=O)C. The product is [BrH:22].[O:19]=[C:10]1[C:11]2[C:12](=[CH:15][CH:16]=[CH:17][CH:18]=2)[C:13](=[O:14])[N:9]1[C:8]1[C:3]([OH:2])=[N:4][C:5]([OH:20])=[CH:6][CH:7]=1. The yield is 0.710. (5) The reactants are [CH2:1]([O:8][C:9](=[CH:12]N(C)C)[CH:10]=O)[C:2]1[CH:7]=[CH:6][CH:5]=[CH:4][CH:3]=1.Cl.[NH2:17][C:18]([NH2:20])=[NH:19].[H-].[Na+].O. The catalyst is CN1CCCC1=O. The product is [CH2:1]([O:8][C:9]1[CH:10]=[N:19][C:18]([NH2:20])=[N:17][CH:12]=1)[C:2]1[CH:7]=[CH:6][CH:5]=[CH:4][CH:3]=1. The yield is 0.650.